Predict the product of the given reaction. From a dataset of Forward reaction prediction with 1.9M reactions from USPTO patents (1976-2016). (1) The product is: [Cl:36][C:31]1[CH:30]=[C:29]([CH:27]([CH3:28])[C:26]([NH:25][C:21]2[CH:20]=[CH:19][CH:18]=[C:17]3[C:22]=2[CH:23]=[CH:24][N:15]([C@H:10]([CH2:9][OH:8])[C:11]([NH:13][CH3:14])=[O:12])[C:16]3=[O:38])=[O:37])[CH:34]=[CH:33][C:32]=1[Cl:35]. Given the reactants [Si]([O:8][CH2:9][C@@H:10]([N:15]1[CH:24]=[CH:23][C:22]2[C:17](=[CH:18][CH:19]=[CH:20][C:21]=2[NH:25][C:26](=[O:37])[CH:27]([C:29]2[CH:34]=[CH:33][C:32]([Cl:35])=[C:31]([Cl:36])[CH:30]=2)[CH3:28])[C:16]1=[O:38])[C:11]([NH:13][CH3:14])=[O:12])(C(C)(C)C)(C)C.O1CCCC1.[F-].C([N+](CCCC)(CCCC)CCCC)CCC, predict the reaction product. (2) Given the reactants [NH:1]1[C:5]2[CH:6]=[CH:7][CH:8]=[CH:9][C:4]=2[N:3]=[C:2]1[CH:10](O)[CH3:11].S(Cl)(Cl)=O.[CH:17](N(C(C)C)CC)(C)C.[CH2:26]([CH:33]1[CH2:38][CH2:37][NH:36][CH2:35][CH2:34]1)[C:27]1[CH:32]=[CH:31][CH:30]=[CH:29][CH:28]=1.[H-].[Na+].CI, predict the reaction product. The product is: [CH2:26]([CH:33]1[CH2:38][CH2:37][N:36]([CH:10]([C:2]2[N:3]([CH3:17])[C:4]3[CH:9]=[CH:8][CH:7]=[CH:6][C:5]=3[N:1]=2)[CH3:11])[CH2:35][CH2:34]1)[C:27]1[CH:32]=[CH:31][CH:30]=[CH:29][CH:28]=1. (3) Given the reactants [ClH:1].O1CCOCC1.C(OC([NH:15][C@@H:16]([CH3:49])[C:17]([NH:19][CH2:20][C:21](=[C:23]1[CH2:28][CH2:27][CH2:26][N:25]([C:29]2[C:38]([O:39][CH3:40])=[C:37]3[C:32]([C:33](=[O:47])[C:34]([C:44]([OH:46])=[O:45])=[CH:35][N:36]3[CH:41]3[CH2:43][CH2:42]3)=[CH:31][C:30]=2[F:48])[CH2:24]1)[F:22])=[O:18])=O)(C)(C)C, predict the reaction product. The product is: [ClH:1].[NH2:15][C@@H:16]([CH3:49])[C:17]([NH:19][CH2:20][C:21](=[C:23]1[CH2:28][CH2:27][CH2:26][N:25]([C:29]2[C:38]([O:39][CH3:40])=[C:37]3[C:32]([C:33](=[O:47])[C:34]([C:44]([OH:46])=[O:45])=[CH:35][N:36]3[CH:41]3[CH2:42][CH2:43]3)=[CH:31][C:30]=2[F:48])[CH2:24]1)[F:22])=[O:18]. (4) The product is: [F:1][C:2]([F:13])([C:6]1[CH:11]=[CH:10][C:9]([F:12])=[CH:8][N:7]=1)[C:3]1[NH:20][C:18](=[O:19])[C:17]2[C:16](=[C:24]([F:25])[CH:23]=[CH:22][CH:21]=2)[N:15]=1. Given the reactants [F:1][C:2]([F:13])([C:6]1[CH:11]=[CH:10][C:9]([F:12])=[CH:8][N:7]=1)[C:3]([O-])=O.[Na+].[NH2:15][C:16]1[C:24]([F:25])=[CH:23][CH:22]=[CH:21][C:17]=1[C:18]([NH2:20])=[O:19], predict the reaction product. (5) Given the reactants [F:1][C:2]1([F:26])[CH2:8][N:7]([C:9]2[N:13]([CH3:14])[N:12]=[CH:11][C:10]=2[N+:15]([O-:17])=[O:16])[CH2:6][CH2:5][CH:4]([NH:18]C(=O)OC(C)(C)C)[CH2:3]1.Cl.O1CCOCC1, predict the reaction product. The product is: [F:26][C:2]1([F:1])[CH2:8][N:7]([C:9]2[N:13]([CH3:14])[N:12]=[CH:11][C:10]=2[N+:15]([O-:17])=[O:16])[CH2:6][CH2:5][CH:4]([NH2:18])[CH2:3]1.